This data is from NCI-60 drug combinations with 297,098 pairs across 59 cell lines. The task is: Regression. Given two drug SMILES strings and cell line genomic features, predict the synergy score measuring deviation from expected non-interaction effect. (1) Drug 1: CC12CCC(CC1=CCC3C2CCC4(C3CC=C4C5=CN=CC=C5)C)O. Synergy scores: CSS=3.53, Synergy_ZIP=-2.47, Synergy_Bliss=-1.39, Synergy_Loewe=-2.34, Synergy_HSA=-0.264. Cell line: SF-295. Drug 2: CCC(=C(C1=CC=CC=C1)C2=CC=C(C=C2)OCCN(C)C)C3=CC=CC=C3.C(C(=O)O)C(CC(=O)O)(C(=O)O)O. (2) Drug 1: CC1=C(C(CCC1)(C)C)C=CC(=CC=CC(=CC(=O)O)C)C. Drug 2: C(CCl)NC(=O)N(CCCl)N=O. Cell line: A498. Synergy scores: CSS=1.07, Synergy_ZIP=-1.36, Synergy_Bliss=-0.470, Synergy_Loewe=-0.337, Synergy_HSA=-0.370.